Dataset: Reaction yield outcomes from USPTO patents with 853,638 reactions. Task: Predict the reaction yield, written as a fraction of the theoretical maximum amount of product (1.0 means a 100% yield; for example, 0.34 means a 34% yield). (1) The product is [CH3:1][N:2]([C:3]1[N:4]([CH3:14])[N:5]=[C:6]([C:8]2[CH:9]=[N:10][CH:11]=[CH:12][CH:13]=2)[CH:7]=1)[C:15]([NH:30][CH2:29][CH2:28][S:27][CH3:26])=[O:16]. The reactants are [CH3:1][NH:2][C:3]1[N:4]([CH3:14])[N:5]=[C:6]([C:8]2[CH:9]=[N:10][CH:11]=[CH:12][CH:13]=2)[CH:7]=1.[C:15](Cl)(Cl)=[O:16].C1(C)C=CC=CC=1.[CH3:26][S:27][CH2:28][CH2:29][NH2:30]. The catalyst is ClCCCl. The yield is 0.0600. (2) The reactants are [CH3:1][C:2]([C:7]1[NH:8][C:9]2[C:14]([CH:15]=1)=[CH:13][C:12]([N+:16]([O-:18])=[O:17])=[CH:11][CH:10]=2)([CH3:6])[C:3](O)=[O:4].C(Cl)CCl.C1C=CC2N(O)N=[N:29]C=2C=1.[Cl-].[NH4+]. The catalyst is C(#N)C.CCN(CC)CC.O. The product is [CH3:1][C:2]([C:7]1[NH:8][C:9]2[C:14]([CH:15]=1)=[CH:13][C:12]([N+:16]([O-:18])=[O:17])=[CH:11][CH:10]=2)([CH3:6])[C:3]([NH2:29])=[O:4]. The yield is 0.990.